Dataset: Full USPTO retrosynthesis dataset with 1.9M reactions from patents (1976-2016). Task: Predict the reactants needed to synthesize the given product. (1) The reactants are: N([O-])=O.[Na+].C(O)(=[O:7])C.N[C:10]1[CH:11]=[CH:12][C:13]([N:16]2[CH2:20][C:19]3[CH2:21][N:22]([C:24]([C:26]4[CH:31]=[CH:30][CH:29]=[CH:28][C:27]=4[C:32]([F:35])([F:34])[F:33])=[O:25])[CH2:23][C:18]=3[CH2:17]2)=[N:14][CH:15]=1. Given the product [OH:7][C:10]1[CH:11]=[CH:12][C:13]([N:16]2[CH2:20][C:19]3[CH2:21][N:22]([C:24]([C:26]4[CH:31]=[CH:30][CH:29]=[CH:28][C:27]=4[C:32]([F:35])([F:34])[F:33])=[O:25])[CH2:23][C:18]=3[CH2:17]2)=[N:14][CH:15]=1, predict the reactants needed to synthesize it. (2) Given the product [C:39]([OH:42])(=[O:41])[CH3:40].[C:1]([NH:5][S:6]([C:9]1[CH:14]=[CH:13][CH:12]=[CH:11][C:10]=1[C:15]1[CH:20]=[CH:19][C:18]([NH:21][C:22](=[O:37])[CH2:23][CH2:24][C:25]2[CH:30]=[CH:29][CH:28]=[C:27]([C:31](=[NH:32])[NH2:35])[CH:26]=2)=[CH:17][CH:16]=1)(=[O:8])=[O:7])([CH3:4])([CH3:2])[CH3:3], predict the reactants needed to synthesize it. The reactants are: [C:1]([NH:5][S:6]([C:9]1[CH:14]=[CH:13][CH:12]=[CH:11][C:10]=1[C:15]1[CH:20]=[CH:19][C:18]([NH:21][C:22](=[O:37])[CH2:23][CH2:24][C:25]2[CH:30]=[CH:29][CH:28]=[C:27]([C:31]3[N:35]=C(C)O[N:32]=3)[CH:26]=2)=[CH:17][CH:16]=1)(=[O:8])=[O:7])([CH3:4])([CH3:3])[CH3:2].O.[C:39]([OH:42])(=[O:41])[CH3:40]. (3) The reactants are: Br[CH2:2][CH2:3][S:4](Cl)(=[O:6])=[O:5].[CH3:8][O:9][CH2:10][CH2:11][CH2:12][NH2:13].C(N(CC)CC)C. Given the product [CH3:8][O:9][CH2:10][CH2:11][CH2:12][NH:13][S:4]([CH:3]=[CH2:2])(=[O:6])=[O:5], predict the reactants needed to synthesize it. (4) Given the product [CH3:1][C:2]1[N:7]=[C:6]([C:8]2[C:12]([C:13]3[CH:18]=[CH:17][N:16]=[C:15]([C:19]4[CH:27]=[CH:26][C:22]([C:23]([NH:47][CH:48]5[CH2:53][CH2:52][O:51][CH2:50][CH2:49]5)=[O:25])=[CH:21][CH:20]=4)[CH:14]=3)=[CH:11][NH:10][N:9]=2)[CH:5]=[CH:4][CH:3]=1, predict the reactants needed to synthesize it. The reactants are: [CH3:1][C:2]1[N:7]=[C:6]([C:8]2[C:12]([C:13]3[CH:18]=[CH:17][N:16]=[C:15]([C:19]4[CH:27]=[CH:26][C:22]([C:23]([OH:25])=O)=[CH:21][CH:20]=4)[CH:14]=3)=[CH:11][N:10](C(C3C=CC=CC=3)(C3C=CC=CC=3)C3C=CC=CC=3)[N:9]=2)[CH:5]=[CH:4][CH:3]=1.[NH2:47][CH:48]1[CH2:53][CH2:52][O:51][CH2:50][CH2:49]1. (5) Given the product [NH2:1][C:2]1[C:11]2[N:12]=[C:13]([CH2:31][CH2:32][O:33][CH3:34])[N:14]([CH2:15][CH2:16][CH2:17][N:18]([CH2:19][C:20]3[CH:21]=[CH:22][C:23]([CH2:26][C:27]([O:29][CH3:30])=[O:28])=[CH:24][CH:25]=3)[C:43](=[O:44])[CH2:42][CH2:41][N:35]3[CH2:40][CH2:39][CH2:38][CH2:37][CH2:36]3)[C:10]=2[C:9]2[CH:8]=[CH:7][CH:6]=[CH:5][C:4]=2[N:3]=1, predict the reactants needed to synthesize it. The reactants are: [NH2:1][C:2]1[C:11]2[N:12]=[C:13]([CH2:31][CH2:32][O:33][CH3:34])[N:14]([CH2:15][CH2:16][CH2:17][NH:18][CH2:19][C:20]3[CH:25]=[CH:24][C:23]([CH2:26][C:27]([O:29][CH3:30])=[O:28])=[CH:22][CH:21]=3)[C:10]=2[C:9]2[CH:8]=[CH:7][CH:6]=[CH:5][C:4]=2[N:3]=1.[N:35]1([CH2:41][CH2:42][C:43](O)=[O:44])[CH2:40][CH2:39][CH2:38][CH2:37][CH2:36]1.CN(C(ON1N=NC2C=CC=NC1=2)=[N+](C)C)C.F[P-](F)(F)(F)(F)F.CO.